From a dataset of NCI-60 drug combinations with 297,098 pairs across 59 cell lines. Regression. Given two drug SMILES strings and cell line genomic features, predict the synergy score measuring deviation from expected non-interaction effect. Drug 1: CCN(CC)CCCC(C)NC1=C2C=C(C=CC2=NC3=C1C=CC(=C3)Cl)OC. Drug 2: C1C(C(OC1N2C=NC3=C2NC=NCC3O)CO)O. Cell line: NCI-H226. Synergy scores: CSS=15.0, Synergy_ZIP=-5.87, Synergy_Bliss=-0.614, Synergy_Loewe=-1.30, Synergy_HSA=-2.19.